This data is from Full USPTO retrosynthesis dataset with 1.9M reactions from patents (1976-2016). The task is: Predict the reactants needed to synthesize the given product. (1) Given the product [C:12]([NH:11][S:8]([C:6]1[CH:5]=[C:4]([CH2:16][CH2:17][C:18]2[CH:19]=[C:20]([NH:24][C:25](=[O:31])[O:26][C:27]([CH3:30])([CH3:29])[CH3:28])[CH:21]=[CH:22][CH:23]=2)[CH:3]=[C:2]([NH:1][C:35]2[C:36]([Cl:40])=[CH:37][N:38]=[C:33]([Cl:32])[N:34]=2)[CH:7]=1)(=[O:10])=[O:9])([CH3:14])([CH3:15])[CH3:13], predict the reactants needed to synthesize it. The reactants are: [NH2:1][C:2]1[CH:3]=[C:4]([CH2:16][CH2:17][C:18]2[CH:19]=[C:20]([NH:24][C:25](=[O:31])[O:26][C:27]([CH3:30])([CH3:29])[CH3:28])[CH:21]=[CH:22][CH:23]=2)[CH:5]=[C:6]([S:8]([NH:11][C:12]([CH3:15])([CH3:14])[CH3:13])(=[O:10])=[O:9])[CH:7]=1.[Cl:32][C:33]1[N:38]=[C:37](Cl)[C:36]([Cl:40])=[CH:35][N:34]=1. (2) Given the product [N:24]1([C@@H:16]2[C:17]3[C:22](=[CH:21][CH:20]=[CH:19][CH:18]=3)[C@H:14]([C:7]3[C:8]4[C:13](=[CH:12][CH:11]=[CH:10][CH:9]=4)[NH:5][CH:6]=3)[CH2:15]2)[CH2:29][CH2:28][CH2:27][CH2:26][CH2:25]1, predict the reactants needed to synthesize it. The reactants are: C([BH3-])#N.[Na+].[NH:5]1[C:13]2[C:8](=[CH:9][CH:10]=[CH:11][CH:12]=2)[C:7]([CH:14]2[C:22]3[C:17](=[CH:18][CH:19]=[CH:20][CH:21]=3)[C:16](=O)[CH2:15]2)=[CH:6]1.[NH:24]1[CH2:29][CH2:28][CH2:27][CH2:26][CH2:25]1.[OH-].[Na+].